This data is from Full USPTO retrosynthesis dataset with 1.9M reactions from patents (1976-2016). The task is: Predict the reactants needed to synthesize the given product. (1) The reactants are: Br[C:2]1[CH:7]=[CH:6][C:5]([CH2:8][CH2:9][N:10]([CH2:18][C@H:19]([OH:26])[C:20]2[CH:25]=[CH:24][CH:23]=[CH:22][CH:21]=2)[C:11](=[O:17])[O:12][C:13]([CH3:16])([CH3:15])[CH3:14])=[CH:4][CH:3]=1.CC1(C)C(C)(C)OB([C:35]2[CH:44]=[CH:43][C:38]([C:39]([O:41][CH3:42])=[O:40])=[C:37]([C:45]3[S:46][CH:47]=[CH:48][CH:49]=3)[CH:36]=2)O1.C(=O)([O-])[O-].[Na+].[Na+]. Given the product [C:13]([O:12][C:11]([N:10]([CH2:18][C@H:19]([OH:26])[C:20]1[CH:25]=[CH:24][CH:23]=[CH:22][CH:21]=1)[CH2:9][CH2:8][C:5]1[CH:6]=[CH:7][C:2]([C:35]2[CH:44]=[CH:43][C:38]([C:39]([O:41][CH3:42])=[O:40])=[C:37]([C:45]3[S:46][CH:47]=[CH:48][CH:49]=3)[CH:36]=2)=[CH:3][CH:4]=1)=[O:17])([CH3:16])([CH3:15])[CH3:14], predict the reactants needed to synthesize it. (2) Given the product [Cl:16][CH2:14][O:15][CH:12]1[CH2:11][CH2:10][CH2:9][CH2:8][CH:7]1[CH:1]1[CH2:2][CH2:3][CH2:4][CH2:5][CH2:6]1, predict the reactants needed to synthesize it. The reactants are: [CH:1]1([CH:7]2[CH2:12][CH2:11][CH2:10][CH2:9][CH:8]2O)[CH2:6][CH2:5][CH2:4][CH2:3][CH2:2]1.[CH2:14]=[O:15].[ClH:16].